From a dataset of Reaction yield outcomes from USPTO patents with 853,638 reactions. Predict the reaction yield, written as a fraction of the theoretical maximum amount of product (1.0 means a 100% yield; for example, 0.34 means a 34% yield). The reactants are [I:1][C:2]1[CH:11]=[CH:10][C:9]2[C:4](=[C:5]([OH:12])[CH:6]=[CH:7][CH:8]=2)[N:3]=1.Br[CH:14]([CH3:16])[CH3:15]. No catalyst specified. The product is [I:1][C:2]1[CH:11]=[CH:10][C:9]2[C:4](=[C:5]([O:12][CH:14]([CH3:16])[CH3:15])[CH:6]=[CH:7][CH:8]=2)[N:3]=1. The yield is 0.840.